This data is from Reaction yield outcomes from USPTO patents with 853,638 reactions. The task is: Predict the reaction yield, written as a fraction of the theoretical maximum amount of product (1.0 means a 100% yield; for example, 0.34 means a 34% yield). (1) The reactants are Br[C:2]1[S:3][C:4]([C:7]2[CH:12]=[CH:11][C:10]([O:13][CH:14]([CH3:16])[CH3:15])=[C:9]([Cl:17])[CH:8]=2)=[N:5][N:6]=1.O.[NH2:19][NH2:20].O. The catalyst is C(O)(C)C. The product is [Cl:17][C:9]1[CH:8]=[C:7]([C:4]2[S:3][C:2](=[N:19][NH2:20])[NH:6][N:5]=2)[CH:12]=[CH:11][C:10]=1[O:13][CH:14]([CH3:16])[CH3:15]. The yield is 0.840. (2) The reactants are C([O:3][CH:4]=[C:5]([C:11]#[N:12])[C:6](OCC)=O)C.[CH3:13][S:14][C:15](=[NH:17])[NH2:16].C[O-].[Na+].[Na]. The catalyst is CO. The product is [OH:3][C:4]1[C:5]([C:11]#[N:12])=[CH:6][N:16]=[C:15]([S:14][CH3:13])[N:17]=1. The yield is 0.480. (3) The reactants are [CH3:1][C:2]1[CH:3]=[CH:4][CH:5]=[C:6]2[C:10]=1[NH:9][CH:8]=[CH:7]2.[CH3:11]C1C2C(=CC=CC=2)NC=1. No catalyst specified. The product is [CH3:11][N:9]1[C:10]2[C:6](=[CH:5][CH:4]=[CH:3][C:2]=2[CH3:1])[CH:7]=[CH:8]1. The yield is 0.900. (4) The reactants are [CH:1]1([CH2:6][C@H:7]([C:11]2[CH:16]=[CH:15][C:14]([Cl:17])=[C:13]([Cl:18])[CH:12]=2)[C:8]([OH:10])=O)[CH2:5][CH2:4][CH2:3][CH2:2]1.C(Cl)(=O)C(Cl)=O.[NH2:25][C:26]1[CH:35]=[CH:34][C:33]2[C:28](=[CH:29][CH:30]=[CH:31][CH:32]=2)[N:27]=1.N1C=CC=CC=1. The catalyst is C(Cl)Cl.CN(C)C=O.O1CCCC1.O. The product is [CH:1]1([CH2:6][C@H:7]([C:11]2[CH:16]=[CH:15][C:14]([Cl:17])=[C:13]([Cl:18])[CH:12]=2)[C:8]([NH:25][C:26]2[CH:35]=[CH:34][C:33]3[C:28](=[CH:29][CH:30]=[CH:31][CH:32]=3)[N:27]=2)=[O:10])[CH2:2][CH2:3][CH2:4][CH2:5]1. The yield is 0.650. (5) The reactants are [C:1]([O:5][C:6]([N:8]1[CH2:16][C:15]2[C:10](=[CH:11][CH:12]=[C:13]([N+:17]([O-])=O)[CH:14]=2)[CH2:9]1)=[O:7])([CH3:4])([CH3:3])[CH3:2]. The catalyst is C(O)C.[Pd]. The product is [C:1]([O:5][C:6]([N:8]1[CH2:16][C:15]2[C:10](=[CH:11][CH:12]=[C:13]([NH2:17])[CH:14]=2)[CH2:9]1)=[O:7])([CH3:4])([CH3:2])[CH3:3]. The yield is 0.960. (6) The reactants are [CH3:1][C:2]1[CH:6]=[CH:5][S:4][CH:3]=1.[Li]CCCC.[O:12]1[CH2:14][CH2:13]1. The catalyst is CCOCC. The product is [CH3:1][C:2]1[CH:6]=[C:5]([CH2:14][CH2:13][OH:12])[S:4][CH:3]=1. The yield is 0.860. (7) The reactants are O[CH2:2][C@H:3]([CH3:16])[CH2:4][N:5]1[C:10]2[CH:11]=[CH:12][CH:13]=[CH:14][C:9]=2[O:8][CH2:7][C:6]1=[O:15].C1(P(C2C=CC=CC=2)C2C=CC=CC=2)C=CC=CC=1.N1C=CN=C1.[I:41]I. The catalyst is C(Cl)Cl. The product is [I:41][CH2:2][C@H:3]([CH3:16])[CH2:4][N:5]1[C:10]2[CH:11]=[CH:12][CH:13]=[CH:14][C:9]=2[O:8][CH2:7][C:6]1=[O:15]. The yield is 0.870.